Dataset: Forward reaction prediction with 1.9M reactions from USPTO patents (1976-2016). Task: Predict the product of the given reaction. Given the reactants C1COCC1.[CH3:6][O:7][C:8]1[CH:9]=[C:10]([CH:14]=[CH:15][C:16]=1[O:17][CH2:18][C:19]#[CH:20])[C:11](Cl)=[O:12].[CH3:21][CH:22]1[CH2:27][CH2:26][CH2:25][CH2:24][CH:23]1[NH2:28].C(N(CC)CC)C, predict the reaction product. The product is: [CH3:21][CH:22]1[CH2:27][CH2:26][CH2:25][CH2:24][CH:23]1[NH:28][C:11](=[O:12])[C:10]1[CH:14]=[CH:15][C:16]([O:17][CH2:18][C:19]#[CH:20])=[C:8]([O:7][CH3:6])[CH:9]=1.